This data is from Retrosynthesis with 50K atom-mapped reactions and 10 reaction types from USPTO. The task is: Predict the reactants needed to synthesize the given product. (1) Given the product Nc1ccn(Cc2cccc(Cl)c2)n1, predict the reactants needed to synthesize it. The reactants are: Clc1cccc(CBr)c1.Nc1cc[nH]n1. (2) Given the product COc1cc(NC(=O)OC(C)(C)C)c([N+](=O)[O-])cc1-c1ccc(F)cc1C, predict the reactants needed to synthesize it. The reactants are: COc1cc(NC(=O)OC(C)(C)C)c([N+](=O)[O-])cc1I.Cc1cc(F)ccc1B(O)O. (3) Given the product CC(=O)c1cnc2ccc(-c3cc(Cl)c(O)c(Cl)c3)nc2c1NC1CCC(CN2CC[C@@H](F)C2)CC1, predict the reactants needed to synthesize it. The reactants are: CC(=O)c1cnc2ccc(Cl)nc2c1NC1CCC(CN2CC[C@@H](F)C2)CC1.CC1(C)OB(c2cc(Cl)c(O)c(Cl)c2)OC1(C)C. (4) Given the product CC(C)(C)CNc1cc(N2CCNCC2)nc(NC(C)(C)C)n1, predict the reactants needed to synthesize it. The reactants are: C1CNCCN1.CC(C)(C)CNc1cc(Cl)nc(NC(C)(C)C)n1. (5) Given the product Cc1c(CCC(=O)OC(C)(C)C)cccc1NC(=O)C(c1ccc(CO)cc1)C1CCCC1, predict the reactants needed to synthesize it. The reactants are: CC(=O)OCc1ccc(C(C(=O)Nc2cccc(CCC(=O)OC(C)(C)C)c2C)C2CCCC2)cc1. (6) Given the product CN(C)[C@H]1CC[C@H](Nc2c(S(C)(=O)=O)cnc3ccc(Cl)nc23)CC1, predict the reactants needed to synthesize it. The reactants are: CN(C)[C@H]1CC[C@H](N)CC1.CS(=O)(=O)c1cnc2ccc(Cl)nc2c1Cl. (7) Given the product COCCN(c1cc(-c2ccc(CN3CCOCC3)cc2)cc(C(=O)NCc2c(C)cc(C)[nH]c2=O)c1C)C1CCOCC1, predict the reactants needed to synthesize it. The reactants are: COCCN(c1cc(Br)cc(C(=O)NCc2c(C)cc(C)[nH]c2=O)c1C)C1CCOCC1.OB(O)c1ccc(CN2CCOCC2)cc1.